This data is from Reaction yield outcomes from USPTO patents with 853,638 reactions. The task is: Predict the reaction yield, written as a fraction of the theoretical maximum amount of product (1.0 means a 100% yield; for example, 0.34 means a 34% yield). (1) The reactants are C(OC(N1CCC(C([O:20][C:21]2[CH:43]=[CH:42][C:24]3[C:25]4[N:29]([CH2:30][CH2:31][O:32][C:23]=3[CH:22]=2)[CH:28]=[C:27]([C:33]2[N:34]([CH:39]([CH3:41])[CH3:40])[N:35]=[C:36]([CH3:38])[N:37]=2)[N:26]=4)CC)CC1)=O)C1C=CC=CC=1.[H-].[Na+].[CH2:46]([O:48][C:49](=[O:63])[C:50](Br)([C:56]1[CH:61]=[CH:60][CH:59]=[CH:58][CH:57]=1)[C:51]([O:53][CH2:54][CH3:55])=[O:52])[CH3:47]. The catalyst is CN(C=O)C. The product is [CH2:46]([O:48][C:49](=[O:63])[C:50]([O:20][C:21]1[CH:43]=[CH:42][C:24]2[C:25]3[N:29]([CH2:30][CH2:31][O:32][C:23]=2[CH:22]=1)[CH:28]=[C:27]([C:33]1[N:34]([CH:39]([CH3:41])[CH3:40])[N:35]=[C:36]([CH3:38])[N:37]=1)[N:26]=3)([C:56]1[CH:61]=[CH:60][CH:59]=[CH:58][CH:57]=1)[C:51]([O:53][CH2:54][CH3:55])=[O:52])[CH3:47]. The yield is 0.760. (2) The reactants are [F:1][C:2]1[CH:10]=[CH:9][C:8]([O:11][C:12]([F:15])([F:14])[F:13])=[CH:7][C:3]=1[C:4]([OH:6])=O.CN(C(ON1N=NC2C=CC=NC1=2)=[N+](C)C)C.F[P-](F)(F)(F)(F)F.[CH3:40][O:41][C:42]1[CH:47]=[C:46]([NH2:48])[CH:45]=[CH:44][N:43]=1.CCN(CC)CC. The catalyst is ClCCl. The product is [F:1][C:2]1[CH:10]=[CH:9][C:8]([O:11][C:12]([F:15])([F:14])[F:13])=[CH:7][C:3]=1[C:4]([NH:48][C:46]1[CH:45]=[CH:44][N:43]=[C:42]([O:41][CH3:40])[CH:47]=1)=[O:6]. The yield is 0.650. (3) The reactants are CS(C1C=CC(N2CCCC2)=C(C=1)C(O)=O)(=O)=O.Cl[C:20]1[CH:28]=[CH:27][C:26]([S:29]([CH2:32][CH:33]2[CH2:35][CH2:34]2)(=[O:31])=[O:30])=[CH:25][C:21]=1[C:22]([OH:24])=[O:23].[NH:36]1[CH2:41][CH2:40][O:39][CH2:38][CH2:37]1. No catalyst specified. The product is [CH:33]1([CH2:32][S:29]([C:26]2[CH:27]=[CH:28][C:20]([N:36]3[CH2:41][CH2:40][O:39][CH2:38][CH2:37]3)=[C:21]([CH:25]=2)[C:22]([OH:24])=[O:23])(=[O:31])=[O:30])[CH2:35][CH2:34]1. The yield is 0.270. (4) The reactants are C[O:2][C:3]([C:5]1[CH:10]=[CH:9][C:8]([C:11]2[CH:16]=[CH:15][C:14]([Cl:17])=[CH:13][CH:12]=2)=[CH:7][C:6]=1[O:18][CH3:19])=[O:4].O.[Li+].[OH-]. The catalyst is C1COCC1. The product is [Cl:17][C:14]1[CH:13]=[CH:12][C:11]([C:8]2[CH:9]=[CH:10][C:5]([C:3]([OH:4])=[O:2])=[C:6]([O:18][CH3:19])[CH:7]=2)=[CH:16][CH:15]=1. The yield is 0.910. (5) The reactants are C(OC(=O)[NH:7][C@H:8]1[CH2:13][CH2:12][CH2:11][N:10]([C:14]2[CH:19]=[CH:18][C:17]([NH:20][C:21]3[C:30]4[C:25](=[CH:26][CH:27]=[C:28]([C:31]5[CH:36]=[C:35]([Cl:37])[C:34]([OH:38])=[C:33]([Cl:39])[CH:32]=5)[N:29]=4)[N:24]=[CH:23][C:22]=3[C:40](=[O:43])[CH2:41][CH3:42])=[CH:16][N:15]=2)[CH2:9]1)(C)(C)C.C(O)(C(F)(F)F)=O. No catalyst specified. The product is [ClH:37].[ClH:37].[ClH:37].[NH2:7][C@H:8]1[CH2:13][CH2:12][CH2:11][N:10]([C:14]2[N:15]=[CH:16][C:17]([NH:20][C:21]3[C:30]4[C:25](=[CH:26][CH:27]=[C:28]([C:31]5[CH:32]=[C:33]([Cl:39])[C:34]([OH:38])=[C:35]([Cl:37])[CH:36]=5)[N:29]=4)[N:24]=[CH:23][C:22]=3[C:40](=[O:43])[CH2:41][CH3:42])=[CH:18][CH:19]=2)[CH2:9]1. The yield is 0.620. (6) The reactants are CS(C)=O.C(Cl)(=O)C(Cl)=O.[CH3:11][N:12]1[CH2:17][CH2:16][C:15]2[S:18][C:19]([CH2:21][OH:22])=[CH:20][C:14]=2[CH2:13]1.C(N(CC)CC)C. The catalyst is C(Cl)Cl. The product is [CH3:11][N:12]1[CH2:17][CH2:16][C:15]2[S:18][C:19]([CH:21]=[O:22])=[CH:20][C:14]=2[CH2:13]1. The yield is 0.450. (7) The yield is 1.26. The catalyst is C(OCC)(=O)C.O. The product is [OH:1][N:2]=[C:3]([Cl:15])[C:5]1[C:9]([NH:10][CH2:11][CH2:12][O:13][CH3:14])=[N:8][O:7][N:6]=1. The reactants are [OH:1][N:2]=[C:3]([C:5]1[C:9]([NH:10][CH2:11][CH2:12][O:13][CH3:14])=[N:8][O:7][N:6]=1)N.[ClH:15].[Cl-].[Na+].N([O-])=O.[Na+]. (8) The reactants are [CH2:1]([C@@H:8]1[NH:13][CH2:12][CH2:11][N:10]([C:14]2[CH:19]=[CH:18][C:17]([O:20][CH3:21])=[C:16]([O:22][CH:23]3[CH2:27][CH2:26][CH2:25][CH2:24]3)[CH:15]=2)[CH2:9]1)[C:2]1[CH:7]=[CH:6][CH:5]=[CH:4][CH:3]=1.Cl[C:29](Cl)([O:31]C(=O)OC(Cl)(Cl)Cl)Cl.C(N(C(C)C)CC)(C)C.[NH:49]1[CH2:53][CH2:52][C@H:51]([OH:54])[CH2:50]1. The catalyst is C(Cl)Cl. The product is [CH2:1]([C@H:8]1[CH2:9][N:10]([C:14]2[CH:19]=[CH:18][C:17]([O:20][CH3:21])=[C:16]([O:22][CH:23]3[CH2:27][CH2:26][CH2:25][CH2:24]3)[CH:15]=2)[CH2:11][CH2:12][N:13]1[C:29]([N:49]1[CH2:53][CH2:52][C@H:51]([OH:54])[CH2:50]1)=[O:31])[C:2]1[CH:3]=[CH:4][CH:5]=[CH:6][CH:7]=1. The yield is 0.550. (9) The reactants are [CH3:1][N:2]1[C:7]2[S:8][C:9]([C:11]#[C:12][CH2:13][O:14][CH:15]3[CH2:20][CH2:19][CH2:18][CH2:17][O:16]3)=[CH:10][C:6]=2[C:5](=[O:21])[CH2:4][S:3]1(=[O:23])=[O:22].C(N(CC)CC)C.[Cl:31][C:32]1[CH:41]=[CH:40][C:35]([CH2:36][N:37]=[C:38]=[O:39])=[CH:34][CH:33]=1. The catalyst is CS(C)=O.Cl. The product is [Cl:31][C:32]1[CH:33]=[CH:34][C:35]([CH2:36][NH:37][C:38]([C:4]2[S:3](=[O:22])(=[O:23])[N:2]([CH3:1])[C:7]3[S:8][C:9]([C:11]#[C:12][CH2:13][O:14][CH:15]4[CH2:20][CH2:19][CH2:18][CH2:17][O:16]4)=[CH:10][C:6]=3[C:5]=2[OH:21])=[O:39])=[CH:40][CH:41]=1. The yield is 0.310. (10) The reactants are [Cl:1][C:2]1[CH:3]=[C:4]([C:15](=O)[CH2:16][CH2:17][C:18]([OH:20])=O)[CH:5]=[CH:6][C:7]=1[O:8][CH2:9][C:10]([O:12][CH2:13][CH3:14])=[O:11].O.[NH2:23][NH2:24].C(OCC)(=O)C. The catalyst is C(O)C. The product is [Cl:1][C:2]1[CH:3]=[C:4]([C:15]2[CH2:16][CH2:17][C:18](=[O:20])[NH:23][N:24]=2)[CH:5]=[CH:6][C:7]=1[O:8][CH2:9][C:10]([O:12][CH2:13][CH3:14])=[O:11]. The yield is 0.820.